Dataset: Reaction yield outcomes from USPTO patents with 853,638 reactions. Task: Predict the reaction yield, written as a fraction of the theoretical maximum amount of product (1.0 means a 100% yield; for example, 0.34 means a 34% yield). (1) The reactants are FC(F)(F)C(O)=O.COC1C=CC([CH2:14][N:15](C)[C:16]2[CH:25]=[C:24]3[C:19]([CH:20]=[C:21]([C:28]4[CH:33]=[C:32]([NH2:34])[CH:31]=[CH:30][C:29]=4[Cl:35])[C:22](=[O:27])[N:23]3[CH3:26])=[CH:18][N:17]=2)=CC=1. The catalyst is C(Cl)Cl. The product is [NH2:34][C:32]1[CH:31]=[CH:30][C:29]([Cl:35])=[C:28]([C:21]2[C:22](=[O:27])[N:23]([CH3:26])[C:24]3[C:19]([CH:20]=2)=[CH:18][N:17]=[C:16]([NH:15][CH3:14])[CH:25]=3)[CH:33]=1. The yield is 0.580. (2) The reactants are Cl.[CH3:2][N:3]1[CH2:8][CH2:7][CH2:6][CH:5]([C:9]([OH:11])=O)[CH2:4]1.CN(C(ON1N=NC2C=CC=NC1=2)=[N+](C)C)C.F[P-](F)(F)(F)(F)F.C(N(C(C)C)CC)(C)C.[NH2:45][C:46]1[CH:47]=[CH:48][C:49]2[N:53]=[CH:52][N:51]([C:54]3[S:58][C:57]([C:59]([O:61][CH3:62])=[O:60])=[C:56]([O:63][CH:64]([C:66]4[CH:71]=[CH:70][CH:69]=[CH:68][C:67]=4[Cl:72])[CH3:65])[CH:55]=3)[C:50]=2[CH:73]=1. The catalyst is CN(C=O)C.CCOC(C)=O. The product is [Cl:72][C:67]1[CH:68]=[CH:69][CH:70]=[CH:71][C:66]=1[CH:64]([O:63][C:56]1[CH:55]=[C:54]([N:51]2[C:50]3[CH:73]=[C:46]([NH:45][C:9]([CH:5]4[CH2:6][CH2:7][CH2:8][N:3]([CH3:2])[CH2:4]4)=[O:11])[CH:47]=[CH:48][C:49]=3[N:53]=[CH:52]2)[S:58][C:57]=1[C:59]([O:61][CH3:62])=[O:60])[CH3:65]. The yield is 0.640. (3) The reactants are [OH:1][CH2:2][C:3](=[CH2:17])[CH2:4][O:5][C:6]1[CH:13]=[CH:12][CH:11]=[C:10]([N+:14]([O-:16])=[O:15])[C:7]=1[C:8]#[N:9].N1C=CC=CC=1.[CH3:24][C:25](OC(C)=O)=[O:26]. The catalyst is CN(C)C1C=CN=CC=1.C(Cl)Cl.CCOC(C)=O. The product is [C:25]([O:1][CH2:2][C:3]([CH2:4][O:5][C:6]1[CH:13]=[CH:12][CH:11]=[C:10]([N+:14]([O-:16])=[O:15])[C:7]=1[C:8]#[N:9])=[CH2:17])(=[O:26])[CH3:24]. The yield is 0.840. (4) The reactants are [C:9](O[C:9]([O:11][C:12]([CH3:15])([CH3:14])[CH3:13])=[O:10])([O:11][C:12]([CH3:15])([CH3:14])[CH3:13])=[O:10].[NH:16]1[CH2:20][CH:19]=[CH:18][CH2:17]1.C1C=C(Cl)C=C(C(OO)=[O:29])C=1.[O-]S([O-])=O.[Na+].[Na+]. The catalyst is CO. The product is [C:12]([O:11][C:9]([N:16]1[CH2:20][CH:19]2[CH:18]([O:29]2)[CH2:17]1)=[O:10])([CH3:13])([CH3:14])[CH3:15]. The yield is 0.710. (5) The yield is 0.629. The product is [CH2:1]([C@@H:8]1[CH2:12][O:11][C:10](=[O:13])[N:9]1[C:14](=[O:23])[C@H:15]([C@H:35]1[N:39]([C:40]([O:42][C:43]([CH3:46])([CH3:45])[CH3:44])=[O:41])[C:38]([CH3:48])([CH3:47])[CH2:37][CH2:36]1)[C:16]1[CH:21]=[CH:20][CH:19]=[C:18]([Cl:22])[CH:17]=1)[C:2]1[CH:7]=[CH:6][CH:5]=[CH:4][CH:3]=1. The catalyst is C(Cl)Cl.Cl[Ti](Cl)(Cl)Cl. The reactants are [CH2:1]([C@@H:8]1[CH2:12][O:11][C:10](=[O:13])[N:9]1[C:14](=[O:23])[CH2:15][C:16]1[CH:21]=[CH:20][CH:19]=[C:18]([Cl:22])[CH:17]=1)[C:2]1[CH:7]=[CH:6][CH:5]=[CH:4][CH:3]=1.CCN(C(C)C)C(C)C.CO[CH:35]1[N:39]([C:40]([O:42][C:43]([CH3:46])([CH3:45])[CH3:44])=[O:41])[C:38]([CH3:48])([CH3:47])[CH2:37][CH2:36]1. (6) The reactants are Br[CH:2]([C:7](=O)[CH3:8])[C:3]([O:5][CH3:6])=[O:4].[I:10][C:11]1[N:16]=[N:15][C:14]([NH2:17])=[CH:13][CH:12]=1. The catalyst is COCCOC. The product is [I:10][C:11]1[CH:12]=[CH:13][C:14]2[N:15]([C:2]([C:3]([O:5][CH3:6])=[O:4])=[C:7]([CH3:8])[N:17]=2)[N:16]=1. The yield is 0.250. (7) The reactants are [CH:1](=O)/[CH:2]=[CH:3]/[C:4]1[CH:9]=[CH:8][CH:7]=[CH:6][CH:5]=1.[C:11]([OH:16])(=[O:15])[C:12]([CH3:14])=[O:13].[OH-].[K+:18]. The catalyst is CO. The product is [O:13]=[C:12]([CH:14]=[CH:1][CH:2]=[CH:3][C:4]1[CH:9]=[CH:8][CH:7]=[CH:6][CH:5]=1)[C:11]([O-:16])=[O:15].[K+:18]. The yield is 0.610. (8) The reactants are [SH:1][C:2]1[CH:10]=[CH:9][C:5]([C:6]([OH:8])=[O:7])=[CH:4][CH:3]=1.Br[CH2:12][C:13]1[C:14]([CH3:19])=[N+:15]([O-:18])[O:16][N:17]=1.CCN(CC)CC. The catalyst is CC#N.Cl. The product is [CH3:19][C:14]1[C:13]([CH2:12][S:1][C:2]2[CH:10]=[CH:9][C:5]([C:6]([OH:8])=[O:7])=[CH:4][CH:3]=2)=[N:17][O:16][N+:15]=1[O-:18]. The yield is 0.900. (9) The reactants are [CH2:1]([O:8][C@H:9]1[C@H:13]([O:14][CH2:15][C:16]2[CH:21]=[CH:20][CH:19]=[CH:18][CH:17]=2)[C@@H:12]([CH2:22][CH:23]=[O:24])[N:11]([C:25]([O:27][C:28]([CH3:31])([CH3:30])[CH3:29])=[O:26])[C@@H:10]1[CH2:32][O:33][CH2:34][C:35]1[CH:40]=[CH:39][CH:38]=[CH:37][CH:36]=1)[C:2]1[CH:7]=[CH:6][CH:5]=[CH:4][CH:3]=1.CC(=CC)C.[O-:46]Cl=O.[Na+].[O-]S([O-])(=S)=O.[Na+].[Na+].Cl. The catalyst is C(O)(C)(C)C.[2H]C(Cl)(Cl)Cl.O. The product is [CH2:15]([O:14][C@H:13]1[C@H:9]([O:8][CH2:1][C:2]2[CH:3]=[CH:4][CH:5]=[CH:6][CH:7]=2)[C@@H:10]([CH2:32][O:33][CH2:34][C:35]2[CH:36]=[CH:37][CH:38]=[CH:39][CH:40]=2)[N:11]([C:25]([O:27][C:28]([CH3:31])([CH3:30])[CH3:29])=[O:26])[C@@H:12]1[CH2:22][C:23]([OH:46])=[O:24])[C:16]1[CH:21]=[CH:20][CH:19]=[CH:18][CH:17]=1. The yield is 0.970.